From a dataset of Forward reaction prediction with 1.9M reactions from USPTO patents (1976-2016). Predict the product of the given reaction. (1) Given the reactants [CH2:1]([O:3][CH:4]([O:8][CH2:9][CH3:10])[CH2:5][CH:6]=[CH2:7])[CH3:2].B1C2CCCC1CCC2.C([O-])([O-])=O.[Na+].[Na+].Br[C:27]1[CH:28]=[C:29]([CH:36]=[CH:37][C:38]=1[F:39])[C:30]([NH:32][CH:33]1[CH2:35][CH2:34]1)=[O:31], predict the reaction product. The product is: [CH:33]1([NH:32][C:30](=[O:31])[C:29]2[CH:36]=[CH:37][C:38]([F:39])=[C:27]([CH2:7][CH2:6][CH2:5][CH:4]([O:8][CH2:9][CH3:10])[O:3][CH2:1][CH3:2])[CH:28]=2)[CH2:34][CH2:35]1. (2) Given the reactants [CH3:1][NH:2][S:3]([C:6]1[CH:7]=[C:8](B(O)O)[CH:9]=[CH:10][CH:11]=1)(=[O:5])=[O:4].C(N(CC)CC)C.[OH:22][C:23]1[CH:24]=[C:25]2[C:29](=[CH:30][CH:31]=1)[CH2:28][C@@H:27]([NH:32][S:33]([CH:36]([CH3:38])[CH3:37])(=[O:35])=[O:34])[CH2:26]2, predict the reaction product. The product is: [CH3:1][NH:2][S:3]([C:6]1[CH:11]=[CH:10][CH:9]=[C:8]([O:22][C:23]2[CH:24]=[C:25]3[C:29](=[CH:30][CH:31]=2)[CH2:28][C@@H:27]([NH:32][S:33]([CH:36]([CH3:38])[CH3:37])(=[O:35])=[O:34])[CH2:26]3)[CH:7]=1)(=[O:5])=[O:4]. (3) Given the reactants [Cl:1][C:2]1[CH:7]=[CH:6][C:5]([C:8]2[N:12]([CH2:13][C@H:14]([OH:19])[C:15]([F:18])([F:17])[F:16])[C:11](=[O:20])[N:10]([CH2:21][C:22]3[CH:27]=[C:26]([C:28]4[CH:33]=[CH:32][CH:31]=[CH:30][C:29]=4[C:34]([F:37])([F:36])[F:35])[C:25]([C:38](O)=[O:39])=[CH:24][CH:23]=3)[N:9]=2)=[CH:4][CH:3]=1.C1C=CC2N(O)N=NC=2C=1.C(Cl)CCl.[CH3:55][C:56]([NH2:59])([CH3:58])[CH3:57].Cl, predict the reaction product. The product is: [C:56]([NH:59][C:38]([C:25]1[C:26]([C:28]2[CH:33]=[CH:32][CH:31]=[CH:30][C:29]=2[C:34]([F:36])([F:37])[F:35])=[CH:27][C:22]([CH2:21][N:10]2[C:11](=[O:20])[N:12]([CH2:13][C@H:14]([OH:19])[C:15]([F:17])([F:18])[F:16])[C:8]([C:5]3[CH:6]=[CH:7][C:2]([Cl:1])=[CH:3][CH:4]=3)=[N:9]2)=[CH:23][CH:24]=1)=[O:39])([CH3:58])([CH3:57])[CH3:55]. (4) Given the reactants C(OC([N:8]1[C:19]2[C:11](=[C:12]3[C:16](=[CH:17][CH:18]=2)[NH:15][CH:14]([C:20]([O:22][CH2:23][CH2:24][C:25]2[CH:30]=[CH:29][C:28]([N+:31]([O-:33])=[O:32])=[CH:27][CH:26]=2)=[O:21])[CH2:13]3)[CH:10]=[CH:9]1)=O)(C)(C)C.FC(F)(F)C(O)=O, predict the reaction product. The product is: [CH:10]1[C:11]2=[C:12]3[C:16](=[CH:17][CH:18]=[C:19]2[NH:8][CH:9]=1)[NH:15][CH:14]([C:20]([O:22][CH2:23][CH2:24][C:25]1[CH:30]=[CH:29][C:28]([N+:31]([O-:33])=[O:32])=[CH:27][CH:26]=1)=[O:21])[CH2:13]3. (5) Given the reactants [OH:1][C:2]1[CH:9]=[CH:8][C:5]([CH:6]=[O:7])=[CH:4][CH:3]=1.Br[CH2:11][CH:12]([OH:17])[C:13]([F:16])([F:15])[F:14], predict the reaction product. The product is: [F:14][C:13]([F:16])([F:15])[CH:12]([OH:17])[CH2:11][O:1][C:2]1[CH:9]=[CH:8][C:5]([CH:6]=[O:7])=[CH:4][CH:3]=1.